This data is from Catalyst prediction with 721,799 reactions and 888 catalyst types from USPTO. The task is: Predict which catalyst facilitates the given reaction. The catalyst class is: 3. Reactant: [CH3:1][O:2][C:3]([C@H:5]1[CH2:10][CH2:9][C@H:8]([CH2:11][N:12]2[C:18](=[O:19])[CH2:17][C:16]3[CH:20]=[CH:21][CH:22]=[CH:23][C:15]=3[NH:14][C:13]2=[O:24])[CH2:7][CH2:6]1)=[O:4].[C:25]([O-])([O-])=O.[K+].[K+].CI.O. Product: [CH3:1][O:2][C:3]([C@H:5]1[CH2:6][CH2:7][C@H:8]([CH2:11][N:12]2[C:18](=[O:19])[CH2:17][C:16]3[CH:20]=[CH:21][CH:22]=[CH:23][C:15]=3[N:14]([CH3:25])[C:13]2=[O:24])[CH2:9][CH2:10]1)=[O:4].